Predict the product of the given reaction. From a dataset of Forward reaction prediction with 1.9M reactions from USPTO patents (1976-2016). (1) Given the reactants [H-].[Na+].[C@H:3]1([CH2:11][OH:12])[CH2:8][CH2:7][C@H:6]([CH2:9][OH:10])[CH2:5][CH2:4]1.[CH2:13](Br)[C:14]1[CH:19]=[CH:18][CH:17]=[CH:16][CH:15]=1.[OH2:21], predict the reaction product. The product is: [CH3:13][O:21][C:9]([CH:6]1[CH2:7][CH2:8][CH:3]([CH2:11][OH:12])[CH2:4][CH2:5]1)=[O:10].[CH2:13]([O:10][CH2:9][CH:6]1[CH2:7][CH2:8][CH:3]([CH2:11][OH:12])[CH2:4][CH2:5]1)[C:14]1[CH:19]=[CH:18][CH:17]=[CH:16][CH:15]=1. (2) Given the reactants [NH2:1][N:2]1[CH2:7][CH2:6][N:5]([CH2:8][CH2:9][OH:10])[CH2:4][CH2:3]1.[CH3:11][C:12]([O:15][C:16](O[C:16]([O:15][C:12]([CH3:14])([CH3:13])[CH3:11])=[O:17])=[O:17])([CH3:14])[CH3:13].C1COCC1.[Li+].[OH-], predict the reaction product. The product is: [C:12]([O:15][C:16]([NH:1][N:2]1[CH2:7][CH2:6][N:5]([CH2:8][CH2:9][OH:10])[CH2:4][CH2:3]1)=[O:17])([CH3:14])([CH3:13])[CH3:11].